From a dataset of NCI-60 drug combinations with 297,098 pairs across 59 cell lines. Regression. Given two drug SMILES strings and cell line genomic features, predict the synergy score measuring deviation from expected non-interaction effect. Drug 1: C1=NNC2=C1C(=O)NC=N2. Drug 2: C(CCl)NC(=O)N(CCCl)N=O. Cell line: HCC-2998. Synergy scores: CSS=-5.00, Synergy_ZIP=4.87, Synergy_Bliss=2.45, Synergy_Loewe=-4.55, Synergy_HSA=-5.89.